Dataset: Reaction yield outcomes from USPTO patents with 853,638 reactions. Task: Predict the reaction yield, written as a fraction of the theoretical maximum amount of product (1.0 means a 100% yield; for example, 0.34 means a 34% yield). (1) The reactants are [F:1][C:2]1[CH:7]=[C:6]([F:8])[CH:5]=[CH:4][C:3]=1[NH:9][C:10]([NH:12][C:13]1[CH:18]=[CH:17][C:16]([O:19][C:20]2[CH:25]=[CH:24][N:23]=[C:22]3[CH:26]=[C:27]([C:29]4[N:30]([CH3:40])[C:31]([CH2:34][NH:35][CH2:36][CH2:37][O:38][CH3:39])=[CH:32][N:33]=4)[S:28][C:21]=23)=[C:15]([F:41])[CH:14]=1)=[O:11].[C:42]([O:46][C:47]([NH:49][C@@H:50]([CH:54]([CH3:56])[CH3:55])[C:51](O)=[O:52])=[O:48])([CH3:45])([CH3:44])[CH3:43].CCN(C(C)C)C(C)C.CN(C(ON1N=NC2C=CC=NC1=2)=[N+](C)C)C.F[P-](F)(F)(F)(F)F. The catalyst is CN(C=O)C.CCOC(C)=O. The product is [F:1][C:2]1[CH:7]=[C:6]([F:8])[CH:5]=[CH:4][C:3]=1[NH:9][C:10](=[O:11])[NH:12][C:13]1[CH:18]=[CH:17][C:16]([O:19][C:20]2[CH:25]=[CH:24][N:23]=[C:22]3[CH:26]=[C:27]([C:29]4[N:30]([CH3:40])[C:31]([CH2:34][N:35]([CH2:36][CH2:37][O:38][CH3:39])[C:51](=[O:52])[C@@H:50]([NH:49][C:47](=[O:48])[O:46][C:42]([CH3:45])([CH3:44])[CH3:43])[CH:54]([CH3:56])[CH3:55])=[CH:32][N:33]=4)[S:28][C:21]=23)=[C:15]([F:41])[CH:14]=1. The yield is 0.530. (2) The reactants are Cl.[OH:2][C:3]1[CH:12]=[C:11]2[C:6]([CH2:7][C@@H:8]([C:13]([O:15][CH3:16])=[O:14])[NH:9][CH2:10]2)=[CH:5][CH:4]=1.[C:17]([Si:21](Cl)([CH3:23])[CH3:22])([CH3:20])([CH3:19])[CH3:18]. No catalyst specified. The product is [Si:21]([O:2][C:3]1[CH:12]=[C:11]2[C:6]([CH2:7][C@@H:8]([C:13]([O:15][CH3:16])=[O:14])[NH:9][CH2:10]2)=[CH:5][CH:4]=1)([C:17]([CH3:20])([CH3:19])[CH3:18])([CH3:23])[CH3:22]. The yield is 0.870. (3) The reactants are [NH:1]1[CH2:6][CH2:5][CH2:4][C@H:3]([N:7]2[CH:11]=[C:10]([O:12][C:13]3[N:14]=[C:15]([OH:23])[C:16]4[CH:22]=[CH:21][N:20]=[CH:19][C:17]=4[N:18]=3)[CH:9]=[N:8]2)[CH2:2]1.Br[CH2:25][C:26]1[CH:31]=[CH:30][CH:29]=[CH:28][CH:27]=1. No catalyst specified. The product is [CH2:25]([N:1]1[CH2:6][CH2:5][CH2:4][C@H:3]([N:7]2[CH:11]=[C:10]([O:12][C:13]3[N:14]=[C:15]([OH:23])[C:16]4[CH:22]=[CH:21][N:20]=[CH:19][C:17]=4[N:18]=3)[CH:9]=[N:8]2)[CH2:2]1)[C:26]1[CH:31]=[CH:30][CH:29]=[CH:28][CH:27]=1. The yield is 0.300.